The task is: Predict the reactants needed to synthesize the given product.. This data is from Full USPTO retrosynthesis dataset with 1.9M reactions from patents (1976-2016). Given the product [CH3:16][O:17][C:18](=[O:38])[C:19]1[CH:24]=[C:23]([C:4]2[CH:5]=[C:6]([Cl:8])[N:7]=[C:2]([NH2:1])[N:3]=2)[C:22]([CH3:34])=[CH:21][C:20]=1[O:35][CH2:36][CH3:37], predict the reactants needed to synthesize it. The reactants are: [NH2:1][C:2]1[N:7]=[C:6]([Cl:8])[CH:5]=[C:4](Cl)[N:3]=1.C(=O)(O)[O-].[Na+].O.[CH3:16][O:17][C:18](=[O:38])[C:19]1[CH:24]=[C:23](B2OC(C)(C)C(C)(C)O2)[C:22]([CH3:34])=[CH:21][C:20]=1[O:35][CH2:36][CH3:37].